Dataset: Reaction yield outcomes from USPTO patents with 853,638 reactions. Task: Predict the reaction yield, written as a fraction of the theoretical maximum amount of product (1.0 means a 100% yield; for example, 0.34 means a 34% yield). The reactants are [CH3:1][C@@:2]1([C:8]2[CH:17]=[CH:16][C:15]3[C:10](=[CH:11][CH:12]=[C:13]([O:18][C@H:19]4[CH2:24][CH2:23][C@@H:22]([CH3:25])[CH2:21][CH2:20]4)[CH:14]=3)[CH:9]=2)[CH2:6][O:5]C(=O)[NH:3]1.C(O)C.O.[OH-].[Li+]. The catalyst is O. The product is [NH2:3][C@@:2]([C:8]1[CH:17]=[CH:16][C:15]2[C:10](=[CH:11][CH:12]=[C:13]([O:18][C@H:19]3[CH2:20][CH2:21][C@@H:22]([CH3:25])[CH2:23][CH2:24]3)[CH:14]=2)[CH:9]=1)([CH3:1])[CH2:6][OH:5]. The yield is 0.0600.